From a dataset of Forward reaction prediction with 1.9M reactions from USPTO patents (1976-2016). Predict the product of the given reaction. (1) Given the reactants [OH:1][C:2]1[CH:3]=[CH:4][C:5]([CH3:13])=[C:6]([CH:12]=1)[C:7]([O:9][CH2:10][CH3:11])=[O:8].C(N(CC)[CH:18]([CH3:20])[CH3:19])(C)C.[CH2:23]([Si:27](Cl)(C)[CH3:28])CCC.[CH3:31]N(C)C=O, predict the reaction product. The product is: [Si:27]([O:1][C:2]1[CH:3]=[CH:4][C:5]([CH3:13])=[C:6]([CH:12]=1)[C:7]([O:9][CH2:10][CH3:11])=[O:8])([C:18]([CH3:20])([CH3:31])[CH3:19])([CH3:28])[CH3:23]. (2) The product is: [Cl:2][C:3]1[CH:4]=[C:5]2[C:9](=[CH:10][CH:11]=1)[N:8]([CH2:29][CH2:28][C:27]([OH:26])=[O:30])[C:7]([C:12]1[CH:17]=[CH:16][CH:15]=[CH:32][N:33]=1)=[C:6]2[CH3:18]. Given the reactants Cl.[Cl:2][C:3]1[CH:4]=[C:5]2[C:9](=[CH:10][CH:11]=1)[NH:8][C:7]([C:12]1C=N[CH:15]=[CH:16][CH:17]=1)=[C:6]2[CH3:18].CC(C)([O-])C.[K+].C[O:26][C:27](=[O:30])[CH:28]=[CH2:29].Cl.[CH3:32][N:33](C=O)C, predict the reaction product. (3) Given the reactants C(O[BH-](OC(=O)C)OC(=O)C)(=O)C.[Na+].[NH2:15][C@H:16]([C@@H:20]([CH3:23])[CH2:21][CH3:22])[C:17]([OH:19])=[O:18].[CH:24]([C:26]1[CH:31]=[CH:30][N:29]=[C:28]2[N:32]([C:39]([O:41][C:42]([CH3:45])([CH3:44])[CH3:43])=[O:40])[CH:33]=[C:34]([C:35]([O:37][CH3:38])=[O:36])[C:27]=12)=O, predict the reaction product. The product is: [C:42]([O:41][C:39]([N:32]1[C:28]2=[N:29][CH:30]=[CH:31][C:26]([CH2:24][NH:15][C@H:16]([C@@H:20]([CH3:23])[CH2:21][CH3:22])[C:17]([OH:19])=[O:18])=[C:27]2[C:34]([C:35]([O:37][CH3:38])=[O:36])=[CH:33]1)=[O:40])([CH3:45])([CH3:44])[CH3:43]. (4) Given the reactants Cl.[NH2:2][C@@H:3]([CH2:24][CH:25]1[CH2:30][CH2:29][CH2:28][CH2:27][CH2:26]1)[C:4]([NH:6][C@H:7]1[CH2:13][CH2:12][CH2:11][N:10]([S:14]([C:17]2[CH:22]=[CH:21][CH:20]=[CH:19][N:18]=2)(=[O:16])=[O:15])[CH2:9][C@@H:8]1[OH:23])=[O:5].[CH3:31][C:32]1[O:33][C:34]([CH3:40])=[CH:35][C:36]=1[C:37](O)=[O:38].CC(OI1(OC(C)=O)(OC(C)=O)OC(=O)C2C=CC=CC1=2)=O, predict the reaction product. The product is: [CH:25]1([CH2:24][C@H:3]([NH:2][C:37]([C:36]2[CH:35]=[C:34]([CH3:40])[O:33][C:32]=2[CH3:31])=[O:38])[C:4](=[O:5])[NH:6][C@H:7]2[CH2:13][CH2:12][CH2:11][N:10]([S:14]([C:17]3[CH:22]=[CH:21][CH:20]=[CH:19][N:18]=3)(=[O:15])=[O:16])[CH2:9][C:8]2=[O:23])[CH2:30][CH2:29][CH2:28][CH2:27][CH2:26]1.